From a dataset of Peptide-MHC class I binding affinity with 185,985 pairs from IEDB/IMGT. Regression. Given a peptide amino acid sequence and an MHC pseudo amino acid sequence, predict their binding affinity value. This is MHC class I binding data. (1) The peptide sequence is HSTDATSIL. The MHC is Patr-B0101 with pseudo-sequence Patr-B0101. The binding affinity (normalized) is 0.490. (2) The peptide sequence is WASRELERF. The MHC is Mamu-A2201 with pseudo-sequence Mamu-A2201. The binding affinity (normalized) is 0.234. (3) The peptide sequence is ERPIFPHPSKPTFLP. The MHC is HLA-B57:01 with pseudo-sequence HLA-B57:01. The binding affinity (normalized) is 0.00625. (4) The peptide sequence is LLLAILGPL. The MHC is Patr-B2401 with pseudo-sequence Patr-B2401. The binding affinity (normalized) is 0.213. (5) The peptide sequence is FTMGVLCLAI. The MHC is HLA-A26:01 with pseudo-sequence HLA-A26:01. The binding affinity (normalized) is 0.315.